This data is from Experimental lipophilicity measurements (octanol/water distribution) for 4,200 compounds from AstraZeneca. The task is: Regression/Classification. Given a drug SMILES string, predict its absorption, distribution, metabolism, or excretion properties. Task type varies by dataset: regression for continuous measurements (e.g., permeability, clearance, half-life) or binary classification for categorical outcomes (e.g., BBB penetration, CYP inhibition). For this dataset (lipophilicity_astrazeneca), we predict Y. (1) The molecule is Cc1ccc(NC(=N)N)cc1C. The Y is -1.34 logD. (2) The drug is Cc1cccc([C@H](C)c2c[nH]c(=S)[nH]2)c1C. The Y is 2.90 logD. (3) The drug is CC[C@H](NC(=O)c1c(CN(C)C)c(-c2ccccc2)nc2ccccc12)c1ccccc1. The Y is 4.18 logD.